From a dataset of Reaction yield outcomes from USPTO patents with 853,638 reactions. Predict the reaction yield, written as a fraction of the theoretical maximum amount of product (1.0 means a 100% yield; for example, 0.34 means a 34% yield). (1) The reactants are [Cl:1][C:2]1[C:7]2[O:8][C:9]3[CH2:14][CH2:13][N:12](C(OC(C)(C)C)=O)[CH2:11][C:10]=3[C:6]=2[CH:5]=[C:4]([C:22](O)([C:24]2[CH:29]=[CH:28][CH:27]=[CH:26][CH:25]=2)[CH3:23])[CH:3]=1.FC(F)(F)C(O)=O. The catalyst is ClCCl. The product is [Cl:1][C:2]1[C:7]2[O:8][C:9]3[CH2:14][CH2:13][NH:12][CH2:11][C:10]=3[C:6]=2[CH:5]=[C:4]([C:22]([C:24]2[CH:29]=[CH:28][CH:27]=[CH:26][CH:25]=2)=[CH2:23])[CH:3]=1. The yield is 0.740. (2) No catalyst specified. The product is [Cl:1][C:2]1[CH:3]=[C:4]([CH:9]2[C:18]3[C:13](=[CH:14][C:15]([C:31]4[N:32]=[N:33][C:34]([O:37][CH:38]([F:40])[F:39])=[CH:35][CH:36]=4)=[C:16]([F:19])[CH:17]=3)[CH2:12][N:11]([CH3:29])[CH2:10]2)[CH:5]=[CH:6][C:7]=1[Cl:8]. The reactants are [Cl:1][C:2]1[CH:3]=[C:4]([CH:9]2[C:18]3[C:13](=[CH:14][C:15](B4OC(C)(C)C(C)(C)O4)=[C:16]([F:19])[CH:17]=3)[CH2:12][N:11]([CH3:29])[CH2:10]2)[CH:5]=[CH:6][C:7]=1[Cl:8].Cl[C:31]1[N:32]=[N:33][C:34]([O:37][CH:38]([F:40])[F:39])=[CH:35][CH:36]=1. The yield is 0.660. (3) The reactants are [CH2:1]([N:3]1[CH:8]=[CH:7][CH:6]=[C:5]([N+:9]([O-])=O)[C:4]1=[O:12])[CH3:2].O.O.[Sn](Cl)Cl.C([O-])(O)=O.[Na+].O. The catalyst is CCOC(C)=O.C(Cl)Cl. The product is [NH2:9][C:5]1[C:4](=[O:12])[N:3]([CH2:1][CH3:2])[CH:8]=[CH:7][CH:6]=1. The yield is 0.707. (4) The reactants are [Si:1]([O:8][CH2:9][CH2:10][N:11]1[CH:15]=[C:14]([C:16]([F:19])([F:18])[F:17])[N:13]=[CH:12]1)([C:4]([CH3:7])([CH3:6])[CH3:5])([CH3:3])[CH3:2].[Si]([O:27][CH2:28]CN1C(C(F)(F)F)=CN=C1)(C(C)(C)C)(C)C.C1COCC1.[Li]CCCC.CCCCCC.CN(C=O)C.C(O)(=O)C. The catalyst is O. The product is [Si:1]([O:8][CH2:9][CH2:10][N:11]1[CH:15]=[C:14]([C:16]([F:17])([F:18])[F:19])[N:13]=[C:12]1[CH:28]=[O:27])([C:4]([CH3:7])([CH3:5])[CH3:6])([CH3:3])[CH3:2]. The yield is 0.330. (5) The reactants are [C:1](=[S:9])([NH2:8])[C:2]1[CH:7]=[CH:6][CH:5]=[CH:4][CH:3]=1.Br[CH2:11][C:12]([C:14]1[CH:19]=[CH:18][CH:17]=[CH:16][C:15]=1[N+:20]([O-:22])=[O:21])=O. The catalyst is C(O)C. The product is [N+:20]([C:15]1[CH:16]=[CH:17][CH:18]=[CH:19][C:14]=1[C:12]1[N:8]=[C:1]([C:2]2[CH:7]=[CH:6][CH:5]=[CH:4][CH:3]=2)[S:9][CH:11]=1)([O-:22])=[O:21]. The yield is 0.860. (6) The reactants are [F:1][C:2]1[CH:7]=[CH:6][C:5]([C:8]2[O:9][CH:10]=[C:11]([C:13]([CH3:17])([CH3:16])[CH2:14][NH2:15])[N:12]=2)=[CH:4][CH:3]=1.[F:18][C:19]([F:37])([F:36])[C:20]([C:22]1[CH:23]=[C:24]([C:27]2[CH:28]=[C:29]([CH:33]=[CH:34][CH:35]=2)[C:30](O)=[O:31])[S:25][CH:26]=1)=[O:21]. No catalyst specified. The product is [F:1][C:2]1[CH:3]=[CH:4][C:5]([C:8]2[O:9][CH:10]=[C:11]([C:13]([CH3:17])([CH3:16])[CH2:14][NH:15][C:30](=[O:31])[C:29]3[CH:33]=[CH:34][CH:35]=[C:27]([C:24]4[S:25][CH:26]=[C:22]([C:20](=[O:21])[C:19]([F:18])([F:36])[F:37])[CH:23]=4)[CH:28]=3)[N:12]=2)=[CH:6][CH:7]=1. The yield is 0.300. (7) The reactants are [CH2:1]([N:5]([CH2:37][CH2:38][CH2:39][CH3:40])[C:6]([C:8]1[C:12]([Cl:13])=[C:11]([CH3:14])[N:10]([C:15]2[CH:20]=[CH:19][C:18]([O:21]C)=[CH:17][C:16]=2[C:23]([N:25]2[C@H:34]([CH2:35][OH:36])[CH2:33][C:32]3[C:27](=[CH:28][CH:29]=[CH:30][CH:31]=3)[CH2:26]2)=[O:24])[N:9]=1)=[O:7])[CH2:2][CH2:3][CH3:4].[Cl-].[Al+3].[Cl-].[Cl-].C(S)C.ClCCl. The catalyst is O. The product is [CH2:37]([N:5]([CH2:1][CH2:2][CH2:3][CH3:4])[C:6]([C:8]1[C:12]([Cl:13])=[C:11]([CH3:14])[N:10]([C:15]2[CH:20]=[CH:19][C:18]([OH:21])=[CH:17][C:16]=2[C:23]([N:25]2[C@H:34]([CH2:35][OH:36])[CH2:33][C:32]3[C:27](=[CH:28][CH:29]=[CH:30][CH:31]=3)[CH2:26]2)=[O:24])[N:9]=1)=[O:7])[CH2:38][CH2:39][CH3:40]. The yield is 0.330.